This data is from Peptide-MHC class I binding affinity with 185,985 pairs from IEDB/IMGT. The task is: Regression. Given a peptide amino acid sequence and an MHC pseudo amino acid sequence, predict their binding affinity value. This is MHC class I binding data. (1) The peptide sequence is PILPKLFIL. The MHC is HLA-B27:05 with pseudo-sequence HLA-B27:05. The binding affinity (normalized) is 0.0847. (2) The peptide sequence is KGEGAVILK. The MHC is Mamu-B8301 with pseudo-sequence Mamu-B8301. The binding affinity (normalized) is 0.470.